This data is from Catalyst prediction with 721,799 reactions and 888 catalyst types from USPTO. The task is: Predict which catalyst facilitates the given reaction. (1) Reactant: C([O:8][C:9](=[O:41])[CH2:10][CH2:11][CH2:12][O:13][C:14]([O:16][CH2:17][N:18]([C:33]1[CH:38]=[CH:37][C:36]([F:39])=[CH:35][C:34]=1[Cl:40])[S:19]([CH:22]1[C:27]([C:28]([O:30][CH2:31][CH3:32])=[O:29])=[CH:26][CH2:25][CH2:24][CH2:23]1)(=[O:21])=[O:20])=[O:15])C1C=CC=CC=1. Product: [Cl:40][C:34]1[CH:35]=[C:36]([F:39])[CH:37]=[CH:38][C:33]=1[N:18]([CH2:17][O:16][C:14]([O:13][CH2:12][CH2:11][CH2:10][C:9]([OH:41])=[O:8])=[O:15])[S:19]([CH:22]1[CH2:23][CH2:24][CH2:25][CH:26]=[C:27]1[C:28]([O:30][CH2:31][CH3:32])=[O:29])(=[O:20])=[O:21]. The catalyst class is: 129. (2) Reactant: C[O:2][C:3](=[O:32])[C:4]1[CH:9]=[CH:8][C:7]([CH2:10][N:11]2[C:20]([C:21](=[O:23])[CH3:22])=[C:19]([C:24]3[CH:29]=[CH:28][CH:27]=[CH:26][CH:25]=3)[C:18]3[C:13](=[CH:14][CH:15]=[C:16]([Cl:30])[CH:17]=3)[C:12]2=[O:31])=[CH:6][CH:5]=1.CO.[OH-].[Na+]. Product: [C:21]([C:20]1[N:11]([CH2:10][C:7]2[CH:6]=[CH:5][C:4]([C:3]([OH:32])=[O:2])=[CH:9][CH:8]=2)[C:12](=[O:31])[C:13]2[C:18]([C:19]=1[C:24]1[CH:25]=[CH:26][CH:27]=[CH:28][CH:29]=1)=[CH:17][C:16]([Cl:30])=[CH:15][CH:14]=2)(=[O:23])[CH3:22]. The catalyst class is: 1. (3) Reactant: CC(OC(/N=N/C(OC(C)C)=O)=O)C.[F:15][C:16]([F:40])([F:39])[C:17]1[N:21]2[N:22]=[C:23]([N:26]3[CH2:31][CH2:30][CH:29]([C:32]4[CH:37]=[CH:36][C:35]([OH:38])=[CH:34][CH:33]=4)[CH2:28][CH2:27]3)[CH:24]=[CH:25][C:20]2=[N:19][N:18]=1.C1(P(C2C=CC=CC=2)C2C=CC=CC=2)C=CC=CC=1.[CH3:60][N:61]1[C:65]([CH2:66][CH2:67]O)=[CH:64][CH:63]=[N:62]1. Product: [CH3:60][N:61]1[C:65]([CH2:66][CH2:67][O:38][C:35]2[CH:36]=[CH:37][C:32]([CH:29]3[CH2:30][CH2:31][N:26]([C:23]4[CH:24]=[CH:25][C:20]5[N:21]([C:17]([C:16]([F:15])([F:39])[F:40])=[N:18][N:19]=5)[N:22]=4)[CH2:27][CH2:28]3)=[CH:33][CH:34]=2)=[CH:64][CH:63]=[N:62]1. The catalyst class is: 1. (4) Reactant: CSC.B.[NH2:5][C:6]1[CH:13]=[C:12]([N+:14]([O-:16])=[O:15])[CH:11]=[CH:10][C:7]=1[C:8]#[N:9]. Product: [NH2:9][CH2:8][C:7]1[CH:10]=[CH:11][C:12]([N+:14]([O-:16])=[O:15])=[CH:13][C:6]=1[NH2:5]. The catalyst class is: 1. (5) Reactant: [F:1][C:2]1[CH:7]=[C:6]([F:8])[C:5]([F:9])=[CH:4][C:3]=1[N:10]=[C:11]=S.[NH:13]([C:15]([C:17]([NH:19][C:20]1[CH:37]=[CH:36][C:23]([O:24][C@H:25]2[CH2:30][CH2:29][C@H:28]([C:31]([O:33][CH2:34][CH3:35])=[O:32])[CH2:27][CH2:26]2)=[CH:22][C:21]=1[N+:38]([O-:40])=[O:39])=[O:18])=[O:16])[NH2:14].CCN=C=NCCCN(C)C. Product: [N+:38]([C:21]1[CH:22]=[C:23]([CH:36]=[CH:37][C:20]=1[NH:19][C:17]([C:15]1[O:16][C:11]([NH:10][C:3]2[CH:4]=[C:5]([F:9])[C:6]([F:8])=[CH:7][C:2]=2[F:1])=[N:14][N:13]=1)=[O:18])[O:24][C@H:25]1[CH2:26][CH2:27][C@H:28]([C:31]([O:33][CH2:34][CH3:35])=[O:32])[CH2:29][CH2:30]1)([O-:40])=[O:39]. The catalyst class is: 44. (6) Reactant: ClC(Cl)(Cl)[C:3]([C:5]1[NH:9][CH:8]=[C:7]([C:10]#[N:11])[CH:6]=1)=[O:4].[C:14]([O:18][C:19]([N:21]1[CH2:26][CH2:25][CH2:24][C@H:23]([C:27](=[NH:30])[NH:28]O)[CH2:22]1)=[O:20])([CH3:17])([CH3:16])[CH3:15].C(N(CC)CC)C. Product: [C:14]([O:18][C:19]([N:21]1[CH2:26][CH2:25][CH2:24][C@H:23]([C:27]2[N:30]=[C:3]([C:5]3[NH:9][CH:8]=[C:7]([C:10]#[N:11])[CH:6]=3)[O:4][N:28]=2)[CH2:22]1)=[O:20])([CH3:17])([CH3:15])[CH3:16]. The catalyst class is: 23.